This data is from Catalyst prediction with 721,799 reactions and 888 catalyst types from USPTO. The task is: Predict which catalyst facilitates the given reaction. (1) Reactant: C([Li])CCC.C(NC(C)C)(C)C.[C:13]([O:16][CH2:17][CH3:18])(=[O:15])[CH3:14].[CH:19]1([CH:22]=[CH:23][C:24]([O:26][CH2:27][CH3:28])=[O:25])[CH2:21][CH2:20]1.[Cl-].[NH4+]. Product: [CH:19]1([CH:22]([CH2:23][C:24]([O:26][CH2:27][CH3:28])=[O:25])[CH2:14][C:13]([O:16][CH2:17][CH3:18])=[O:15])[CH2:21][CH2:20]1. The catalyst class is: 323. (2) Reactant: [Cl:1][C:2]1[CH:9]=[C:8]([N:10]2[CH2:15][CH2:14][N:13]([CH2:16][CH3:17])[CH2:12][CH2:11]2)[CH:7]=[CH:6][C:3]=1[CH:4]=[O:5].[BH4-].[Na+]. Product: [Cl:1][C:2]1[CH:9]=[C:8]([N:10]2[CH2:11][CH2:12][N:13]([CH2:16][CH3:17])[CH2:14][CH2:15]2)[CH:7]=[CH:6][C:3]=1[CH2:4][OH:5]. The catalyst class is: 8. (3) Reactant: [OH:1][C:2]1[NH:6][N:5]=[C:4]([C:7]([O:9][CH2:10][CH3:11])=[O:8])[CH:3]=1.C(=O)([O-])[O-].[K+].[K+].Br[CH2:19][CH2:20][CH2:21]Br. Product: [N:5]1[N:6]2[C:2]([O:1][CH2:19][CH2:20][CH2:21]2)=[CH:3][C:4]=1[C:7]([O:9][CH2:10][CH3:11])=[O:8]. The catalyst class is: 10. (4) Reactant: [CH:1]1[C:6]2[CH2:7][CH2:8][C:9](=O)[CH2:10][CH2:11][C:5]=2[CH:4]=[CH:3][CH:2]=1.[CH2:13]([NH2:20])[C:14]1[CH:19]=[CH:18][CH:17]=[CH:16][CH:15]=1. Product: [CH2:13]([NH:20][CH:9]1[CH2:8][CH2:7][C:6]2[CH:1]=[CH:2][CH:3]=[CH:4][C:5]=2[CH2:11][CH2:10]1)[C:14]1[CH:19]=[CH:18][CH:17]=[CH:16][CH:15]=1. The catalyst class is: 29. (5) Reactant: [I:1][C:2]1[CH:7]=[CH:6][C:5]([OH:8])=[C:4]([CH3:9])[CH:3]=1.[CH2:10](Br)[C:11]1[CH:16]=[CH:15][CH:14]=[CH:13][CH:12]=1.C(=O)([O-])[O-].[K+].[K+]. Product: [CH2:10]([O:8][C:5]1[CH:6]=[CH:7][C:2]([I:1])=[CH:3][C:4]=1[CH3:9])[C:11]1[CH:16]=[CH:15][CH:14]=[CH:13][CH:12]=1. The catalyst class is: 10.